Dataset: Caco-2 cell permeability data measuring drug intestinal absorption for ~900 compounds. Task: Regression/Classification. Given a drug SMILES string, predict its absorption, distribution, metabolism, or excretion properties. Task type varies by dataset: regression for continuous measurements (e.g., permeability, clearance, half-life) or binary classification for categorical outcomes (e.g., BBB penetration, CYP inhibition). For this dataset (caco2_wang), we predict Y. (1) The compound is Cc1ccc(N2CCN(C(=O)[C@H](C)Cc3ccc(Cl)cc3)CC2)c([C@@H](NC(=O)CCN(C)C)C(C)C)c1. The Y is -4.39 log Papp (cm/s). (2) The molecule is COc1cc2c(c(OC)c1OC)-c1c(cc3c(c1OC)OCO3)C[C@H](C)[C@@](C)(O)C2. The Y is -4.57 log Papp (cm/s). (3) The molecule is CCCCOC(=O)c1ccc(O)cc1. The Y is -4.49 log Papp (cm/s). (4) The drug is NC(CC(=O)O)C(=O)OC[C@@H]1O[C@H](n2cc(F)c(=O)[nH]c2=O)C[C@H]1O. The Y is -6.49 log Papp (cm/s).